This data is from Reaction yield outcomes from USPTO patents with 853,638 reactions. The task is: Predict the reaction yield, written as a fraction of the theoretical maximum amount of product (1.0 means a 100% yield; for example, 0.34 means a 34% yield). (1) The reactants are [ClH:1].O1CCOCC1.OC(C(F)(F)F)=O.[OH:15][C:16]1[CH:21]=[CH:20][C:19]([NH:22][C:23]([N:25]2[CH2:30][CH2:29][N:28](C(OC(C)(C)C)=O)[CH2:27][C@@H:26]2[CH2:38][O:39][C:40]2[CH:41]=[N:42][CH:43]=[CH:44][CH:45]=2)=[O:24])=[CH:18][CH:17]=1. The catalyst is CO. The product is [ClH:1].[ClH:1].[OH:15][C:16]1[CH:21]=[CH:20][C:19]([NH:22][C:23]([N:25]2[CH2:30][CH2:29][NH:28][CH2:27][CH:26]2[CH2:38][O:39][C:40]2[CH:41]=[N:42][CH:43]=[CH:44][CH:45]=2)=[O:24])=[CH:18][CH:17]=1. The yield is 0.880. (2) The reactants are [Br:1][C:2]1[N:6]([CH2:7][C:8]([C:10]2[CH:15]=[CH:14][C:13]([O:16][CH3:17])=[CH:12][CH:11]=2)=O)[C:5]([C:18]([O:20]C)=O)=[CH:4][CH:3]=1.[CH2:22]([NH2:25])[CH2:23][NH2:24]. The catalyst is O1CCOCC1. The product is [Br:1][C:2]1[N:6]2[CH2:7][C:8]3([C:10]4[CH:11]=[CH:12][C:13]([O:16][CH3:17])=[CH:14][CH:15]=4)[NH:25][CH2:22][CH2:23][N:24]3[C:18](=[O:20])[C:5]2=[CH:4][CH:3]=1. The yield is 0.520. (3) The reactants are [CH3:1][C:2]1[C:3]([C@@H:8]2[N:13](C(OC(C)(C)C)=O)[CH2:12][CH2:11][N:10]3[C:21](=[O:24])[CH2:22][CH2:23][C@@H:9]23)=[N:4][CH:5]=[CH:6][CH:7]=1.Cl.CO.[OH-].[Na+]. The catalyst is CO. The product is [CH3:1][C:2]1[C:3]([C@@H:8]2[NH:13][CH2:12][CH2:11][N:10]3[C:21](=[O:24])[CH2:22][CH2:23][C@@H:9]23)=[N:4][CH:5]=[CH:6][CH:7]=1. The yield is 0.950. (4) The reactants are [CH3:1][C:2]1[N:7]=[CH:6][C:5]([OH:8])=[CH:4][CH:3]=1.C([O-])([O-])=O.[Na+].[Na+].[I:15]I. The catalyst is O. The product is [I:15][C:6]1[C:5]([OH:8])=[CH:4][CH:3]=[C:2]([CH3:1])[N:7]=1. The yield is 0.770.